Task: Predict the reactants needed to synthesize the given product.. Dataset: Full USPTO retrosynthesis dataset with 1.9M reactions from patents (1976-2016) (1) Given the product [ClH:2].[Cl:2][C:3]1[CH:8]=[CH:7][CH:6]=[CH:5][C:4]=1[CH2:9][CH2:10][NH:11][CH2:12][CH2:13][CH2:14][S:15][CH2:16][CH2:17][NH:18][CH2:19][C@@H:20]([C:22]1[C:30]2[S:29][C:28](=[O:31])[NH:27][C:26]=2[C:25]([OH:32])=[CH:24][CH:23]=1)[OH:21], predict the reactants needed to synthesize it. The reactants are: Cl.[Cl:2][C:3]1[CH:8]=[CH:7][CH:6]=[CH:5][C:4]=1[CH2:9][CH2:10][NH:11][CH2:12][CH2:13][CH2:14][S:15][CH2:16][CH2:17][NH:18][CH2:19][C@@H:20]([C:22]1[C:30]2[S:29][C:28](=[O:31])[NH:27][C:26]=2[C:25]([OH:32])=[CH:24][CH:23]=1)[OH:21]. (2) The reactants are: C(NC(C)C)(C)C.C([Li])CCC.[Cl:13][C:14]1[CH:15]=[N:16][CH:17]=[C:18]([Cl:21])[C:19]=1[CH3:20].[CH:22]1([O:27][C:28]2[CH:29]=[C:30]([C:33]([F:38])=[CH:34][C:35]=2[O:36][CH3:37])[CH:31]=[O:32])[CH2:26][CH2:25][CH2:24][CH2:23]1.[Cl-].[NH4+]. Given the product [Cl:13][C:14]1[CH:15]=[N:16][CH:17]=[C:18]([Cl:21])[C:19]=1[CH2:20][CH:31]([C:30]1[C:33]([F:38])=[CH:34][C:35]([O:36][CH3:37])=[C:28]([O:27][CH:22]2[CH2:26][CH2:25][CH2:24][CH2:23]2)[CH:29]=1)[OH:32], predict the reactants needed to synthesize it. (3) Given the product [CH:2]1([C:5]2[N:6]=[CH:7][N:8]([C:10]3[C:11]([CH3:20])=[CH:12][C:13]([F:19])=[C:14]([CH:18]=3)[C:15]([NH:46][C:44]3[CH:43]=[CH:42][CH:41]=[C:40]([C:36]4[N:35]([CH:32]([CH3:34])[CH3:33])[CH:39]=[N:38][N:37]=4)[N:45]=3)=[O:17])[CH:9]=2)[CH2:3][CH2:4]1, predict the reactants needed to synthesize it. The reactants are: Cl.[CH:2]1([C:5]2[N:6]=[CH:7][N:8]([C:10]3[C:11]([CH3:20])=[CH:12][C:13]([F:19])=[C:14]([CH:18]=3)[C:15]([OH:17])=O)[CH:9]=2)[CH2:4][CH2:3]1.C(Cl)(=O)C(Cl)=O.CN(C)C=O.[CH:32]([N:35]1[CH:39]=[N:38][N:37]=[C:36]1[C:40]1[N:45]=[C:44]([NH2:46])[CH:43]=[CH:42][CH:41]=1)([CH3:34])[CH3:33].C([O-])(O)=O.[Na+]. (4) Given the product [OH:8][C:9]1[CH:10]=[CH:11][C:12]([C:13]([NH:30][CH2:18][C:19]2[CH:20]=[N:21][CH:22]=[CH:23][CH:24]=2)=[O:15])=[CH:16][CH:17]=1, predict the reactants needed to synthesize it. The reactants are: C([O:8][C:9]1[CH:17]=[CH:16][C:12]([C:13]([OH:15])=O)=[CH:11][CH:10]=1)C1C=CC=CC=1.[CH3:18][C:19]1[C:20](N)=[N:21][CH:22]=[CH:23][CH:24]=1.C1C=[N:30]C2N(O)N=NC=2C=1.CCN=C=NCCCN(C)C.Cl. (5) Given the product [N:35]([C@@H:6]([C@H:8]1[CH2:12][O:11][C:10](=[O:13])[N:9]1[C:14]1[CH:19]=[CH:18][N:17]=[C:16]([NH:20][C@H:21]([C:23]2[S:27][C:26]([C:28]3[CH:33]=[CH:32][C:31]([Cl:34])=[CH:30][CH:29]=3)=[N:25][CH:24]=2)[CH3:22])[N:15]=1)[CH3:7])=[N+:36]=[N-:37], predict the reactants needed to synthesize it. The reactants are: CS(O[C@H:6]([C@H:8]1[CH2:12][O:11][C:10](=[O:13])[N:9]1[C:14]1[CH:19]=[CH:18][N:17]=[C:16]([NH:20][C@H:21]([C:23]2[S:27][C:26]([C:28]3[CH:33]=[CH:32][C:31]([Cl:34])=[CH:30][CH:29]=3)=[N:25][CH:24]=2)[CH3:22])[N:15]=1)[CH3:7])(=O)=O.[N-:35]=[N+:36]=[N-:37].[Na+]. (6) Given the product [CH3:28][N:26]([CH3:27])[C:25]([C:7]1[N:6]([CH:1]2[CH2:5][CH2:4][CH2:3][CH2:2]2)[C:10]2[N:11]=[C:12]([NH:15][C:16]3[CH:24]=[CH:23][C:19]([C:20]([N:33]4[CH:34]5[CH2:37][CH2:38][N:30]([CH2:36][CH2:35]5)[CH2:31][CH2:32]4)=[O:21])=[CH:18][N:17]=3)[N:13]=[CH:14][C:9]=2[CH:8]=1)=[O:29], predict the reactants needed to synthesize it. The reactants are: [CH:1]1([N:6]2[C:10]3[N:11]=[C:12]([NH:15][C:16]4[CH:24]=[CH:23][C:19]([C:20](O)=[O:21])=[CH:18][N:17]=4)[N:13]=[CH:14][C:9]=3[CH:8]=[C:7]2[C:25](=[O:29])[N:26]([CH3:28])[CH3:27])[CH2:5][CH2:4][CH2:3][CH2:2]1.[N:30]12[CH2:38][CH2:37][CH:34]([CH2:35][CH2:36]1)[NH:33][CH2:32][CH2:31]2. (7) Given the product [S:1]1[C:5]2[CH:6]=[CH:7][CH:8]=[CH:9][C:4]=2[C:3]([NH:10][CH2:11][CH2:12][CH2:13][NH:14][C:29](=[O:30])[C:28]2[CH:32]=[CH:33][C:25]([Cl:24])=[CH:26][CH:27]=2)=[N:2]1, predict the reactants needed to synthesize it. The reactants are: [S:1]1[C:5]2[CH:6]=[CH:7][CH:8]=[CH:9][C:4]=2[C:3]([NH:10][CH2:11][CH2:12][CH2:13][NH2:14])=[N:2]1.C(N(C(C)C)CC)(C)C.[Cl:24][C:25]1[CH:33]=[CH:32][C:28]([C:29](Cl)=[O:30])=[CH:27][CH:26]=1. (8) Given the product [F:1][C:2]1[CH:10]=[C:9]2[C:5]([C:6]([C:20]3[CH:21]=[CH:22][C:23]4[C:27]([CH:28]=3)=[N:26][N:25]([CH2:30][C:31]([NH2:33])=[O:32])[CH:24]=4)=[CH:7][NH:8]2)=[CH:4][CH:3]=1, predict the reactants needed to synthesize it. The reactants are: [F:1][C:2]1[CH:10]=[C:9]2[C:5]([C:6]([C:20]3[CH:28]=[C:27]4[C:23]([CH:24]=[N:25][NH:26]4)=[CH:22][CH:21]=3)=[CH:7][N:8]2S(C2C=CC=CC=2)(=O)=O)=[CH:4][CH:3]=1.Br[CH2:30][C:31]([NH2:33])=[O:32].C([O-])([O-])=O.[K+].[K+]. (9) Given the product [CH3:14][O:15][C:16]1[CH:21]=[CH:20][C:19]([CH3:22])=[CH:18][C:17]=1[S:23]([C:8]1[CH:7]=[C:6]([C:10]([O:12][CH3:13])=[O:11])[C:5]2[O:1][CH2:2][CH2:3][C:4]=2[CH:9]=1)(=[O:24])=[O:25], predict the reactants needed to synthesize it. The reactants are: [O:1]1[C:5]2[C:6]([C:10]([O:12][CH3:13])=[O:11])=[CH:7][CH:8]=[CH:9][C:4]=2[CH2:3][CH2:2]1.[CH3:14][O:15][C:16]1[CH:21]=[CH:20][C:19]([CH3:22])=[CH:18][C:17]=1[S:23](O)(=[O:25])=[O:24].O=P12OP3(OP(OP(O3)(O1)=O)(=O)O2)=O.CS(O)(=O)=O. (10) Given the product [N:5]12[CH2:6][CH2:7][CH:8]([CH2:9][CH2:10]1)[C@@H:3]([O:2][C:1]([N:29]1[CH2:30][CH2:31][C:32]3[C:37](=[CH:36][CH:35]=[CH:34][CH:33]=3)[C@@H:28]1[C:22]1[CH:23]=[CH:24][CH:25]=[CH:26][CH:27]=1)=[O:21])[CH2:4]2, predict the reactants needed to synthesize it. The reactants are: [C:1](=[O:21])(OC1C=CC([N+]([O-])=O)=CC=1)[O:2][C@@H:3]1[CH:8]2[CH2:9][CH2:10][N:5]([CH2:6][CH2:7]2)[CH2:4]1.[C:22]1([C@H:28]2[C:37]3[C:32](=[CH:33][CH:34]=[CH:35][CH:36]=3)[CH2:31][CH2:30][NH:29]2)[CH:27]=[CH:26][CH:25]=[CH:24][CH:23]=1.